This data is from Full USPTO retrosynthesis dataset with 1.9M reactions from patents (1976-2016). The task is: Predict the reactants needed to synthesize the given product. (1) Given the product [OH:24][C:21]1[CH:20]=[CH:19][C:18]([O:11][C:12]2[CH:17]=[CH:16][CH:15]=[CH:14][CH:13]=2)=[CH:23][C:22]=1[C:4]1[C:3]([C:13]2[CH:14]=[C:15]([O:25][C:26]3[CH:27]=[CH:28][CH:29]=[CH:30][CH:31]=3)[CH:16]=[CH:17][C:12]=2[OH:11])=[C:2]([CH3:1])[CH:9]=[CH:8][C:5]=1[CH:6]=[O:7], predict the reactants needed to synthesize it. The reactants are: [CH:1](=O)[C:2]1[CH:9]=[CH:8][C:5]([CH:6]=[O:7])=[CH:4][CH:3]=1.[O:11]([C:18]1[CH:23]=[CH:22][C:21]([OH:24])=[CH:20][CH:19]=1)[C:12]1[CH:17]=[CH:16][CH:15]=[CH:14][CH:13]=1.[OH2:25].[C:26]1(C)[CH:31]=[CH:30][C:29](S(O)(=O)=O)=[CH:28][CH:27]=1. (2) Given the product [CH:1]1([C:4]([NH:6][C:7]2[S:8][CH:11]=[C:12]([C:14]3[CH:23]=[CH:22][C:21]4[NH:20][C:19](=[O:24])[C:18]5[NH:25][CH:26]=[CH:27][C:17]=5[C:16]=4[CH:15]=3)[N:9]=2)=[O:5])[CH2:3][CH2:2]1.[CH2:28]([C:30]([O-:32])=[O:31])[CH3:29], predict the reactants needed to synthesize it. The reactants are: [CH:1]1([C:4]([NH:6][C:7]([NH2:9])=[S:8])=[O:5])[CH2:3][CH2:2]1.Br[CH2:11][C:12]([C:14]1[CH:23]=[CH:22][C:21]2[NH:20][C:19](=[O:24])[C:18]3[NH:25][CH:26]=[CH:27][C:17]=3[C:16]=2[CH:15]=1)=O.[CH2:28]([C:30]([O-:32])=[O:31])[CH3:29]. (3) Given the product [N:2]1[CH:7]=[CH:6][CH:5]=[CH:4][C:3]=1[S:8][S:9][CH2:10][CH2:11][NH:12][P:36]([NH:50][CH2:51][CH2:52][C:53]([OH:55])=[O:54])([NH:35][CH2:40][CH2:41][S:42][S:43][C:44]1[CH:49]=[CH:48][CH:47]=[CH:46][N:45]=1)=[O:37], predict the reactants needed to synthesize it. The reactants are: Cl.[N:2]1[CH:7]=[CH:6][CH:5]=[CH:4][C:3]=1[S:8][S:9][CH2:10][CH2:11][NH2:12].P(Cl)(Cl)(Cl)=O.C(N(CC)CC)C.N1C=CC=CC=1SSCC[N:35]([CH2:40][CH2:41][S:42][S:43][C:44]1[CH:49]=[CH:48][CH:47]=[CH:46][N:45]=1)[P:36](Cl)(Cl)=[O:37].[NH2:50][CH2:51][CH2:52][C:53]([OH:55])=[O:54]. (4) Given the product [CH:1]1([CH:4]([OH:16])[CH2:5][NH:6][C:7]([C:9]2[N:10]=[N:11][C:12]([N:31]3[CH2:32][CH2:33][N:28]([C:34](=[O:35])[C:36]4[CH:41]=[CH:40][CH:39]=[CH:38][C:37]=4[C:42]([F:45])([F:43])[F:44])[CH2:29][CH2:30]3)=[CH:13][CH:14]=2)=[O:8])[CH2:3][CH2:2]1, predict the reactants needed to synthesize it. The reactants are: [CH:1]1([CH:4]([OH:16])[CH2:5][NH:6][C:7]([C:9]2[N:10]=[N:11][C:12](Cl)=[CH:13][CH:14]=2)=[O:8])[CH2:3][CH2:2]1.N12CCCN=C1CCCCC2.[N:28]1([C:34]([C:36]2[CH:41]=[CH:40][CH:39]=[CH:38][C:37]=2[C:42]([F:45])([F:44])[F:43])=[O:35])[CH2:33][CH2:32][NH:31][CH2:30][CH2:29]1.O.